This data is from Forward reaction prediction with 1.9M reactions from USPTO patents (1976-2016). The task is: Predict the product of the given reaction. The product is: [NH2:1][C:4]1[CH:9]=[CH:8][CH:7]=[CH:6][C:5]=1[NH:10][CH2:11][C@H:12]1[CH2:17][CH2:16][CH2:15][N:14]([C:18]([O:20][C:21]([CH3:24])([CH3:23])[CH3:22])=[O:19])[CH2:13]1. Given the reactants [N+:1]([C:4]1[CH:9]=[CH:8][CH:7]=[CH:6][C:5]=1[NH:10][CH2:11][C@H:12]1[CH2:17][CH2:16][CH2:15][N:14]([C:18]([O:20][C:21]([CH3:24])([CH3:23])[CH3:22])=[O:19])[CH2:13]1)([O-])=O, predict the reaction product.